From a dataset of Full USPTO retrosynthesis dataset with 1.9M reactions from patents (1976-2016). Predict the reactants needed to synthesize the given product. Given the product [CH3:22][N:4]([CH2:5][CH2:6][CH:7]([C:14]1[CH:15]=[CH:16][CH:17]=[CH:18][CH:19]=1)[C:8]1[CH:9]=[CH:10][CH:11]=[CH:12][CH:13]=1)[CH2:3][C:1]#[N:2], predict the reactants needed to synthesize it. The reactants are: [C:1]([CH2:3][NH:4][CH2:5][CH2:6][CH:7]([C:14]1[CH:19]=[CH:18][CH:17]=[CH:16][CH:15]=1)[C:8]1[CH:13]=[CH:12][CH:11]=[CH:10][CH:9]=1)#[N:2].IC.[C:22](=O)([O-])[O-].[K+].[K+].